Dataset: Reaction yield outcomes from USPTO patents with 853,638 reactions. Task: Predict the reaction yield, written as a fraction of the theoretical maximum amount of product (1.0 means a 100% yield; for example, 0.34 means a 34% yield). (1) The reactants are [C:1]([C:5]1[N:10]=[C:9]([N:11]2[CH2:16][CH2:15][N:14]([CH2:17][CH2:18][CH2:19][CH2:20][NH2:21])[CH2:13][CH2:12]2)[CH:8]=[C:7]([C:22]([F:25])([F:24])[F:23])[N:6]=1)([CH3:4])([CH3:3])[CH3:2].C1N=CN([C:31]([N:33]2[CH:37]=N[CH:35]=[CH:34]2)=[O:32])C=1.[Cl:38][C:39]1[CH:47]=[CH:46][C:45]2[NH:44][C:43]3CCNC[C:42]=3[C:41]=2[CH:40]=1. The catalyst is C(Cl)(Cl)Cl.CO. The product is [C:1]([C:5]1[N:10]=[C:9]([N:11]2[CH2:16][CH2:15][N:14]([CH2:17][CH2:18][CH2:19][CH2:20][NH:21][C:31]([N:33]3[CH2:34][CH2:35][C:43]4[NH:44][C:45]5[CH:46]=[CH:47][C:39]([Cl:38])=[CH:40][C:41]=5[C:42]=4[CH2:37]3)=[O:32])[CH2:13][CH2:12]2)[CH:8]=[C:7]([C:22]([F:24])([F:25])[F:23])[N:6]=1)([CH3:4])([CH3:2])[CH3:3]. The yield is 0.550. (2) The reactants are [N:1]1[CH:6]=[CH:5][C:4]([C:7]2[S:11][C:10]([CH2:12][NH:13][C:14](=[O:20])OC(C)(C)C)=[N:9][CH:8]=2)=[CH:3][CH:2]=1.C(O)(C(F)(F)F)=O.C(Cl)Cl.C(O)(C(F)(F)F)=O.[S:38]1[CH:42]=[CH:41][CH:40]=[C:39]1C(O)=O.CCN(CC)CC.CN(C(ON1N=NC2C=CC=NC1=2)=[N+](C)C)C.F[P-](F)(F)(F)(F)F. The catalyst is CN(C=O)C.C(#N)C.C(Cl)Cl. The product is [N:1]1[CH:2]=[CH:3][C:4]([C:7]2[S:11][C:10]([CH2:12][NH:13][C:14]([C:39]3[S:38][CH:42]=[CH:41][CH:40]=3)=[O:20])=[N:9][CH:8]=2)=[CH:5][CH:6]=1. The yield is 0.820. (3) The reactants are [Cl:1][C:2]1[CH:24]=[CH:23][C:5]([CH2:6][C:7]2[N:8]=[C:9]([C:17]3[CH:22]=[CH:21][N:20]=[CH:19][CH:18]=3)[S:10][C:11]=2[C:12]([O:14]CC)=[O:13])=[CH:4][CH:3]=1.[Li+].[OH-].Cl. The catalyst is C1COCC1.O. The product is [Cl:1][C:2]1[CH:3]=[CH:4][C:5]([CH2:6][C:7]2[N:8]=[C:9]([C:17]3[CH:22]=[CH:21][N:20]=[CH:19][CH:18]=3)[S:10][C:11]=2[C:12]([OH:14])=[O:13])=[CH:23][CH:24]=1. The yield is 0.930. (4) The reactants are [NH2:1][C:2]1[CH:7]=[CH:6][C:5]([C:8]2[S:12][C:11]([NH:13][C:14]([NH2:16])=[NH:15])=[N:10][C:9]=2[CH2:17][CH3:18])=[CH:4][CH:3]=1.[CH:19]([CH:21]1[CH2:26][CH2:25][N:24]([C:27]([O:29][CH2:30][C:31]2[CH:36]=[CH:35][CH:34]=[CH:33][CH:32]=2)=[O:28])[CH2:23][CH2:22]1)=O.C(O[BH-](OC(=O)C)OC(=O)C)(=O)C.[Na+]. The catalyst is ClCCl. The product is [NH2:15][C:14]([NH:13][C:11]1[S:12][C:8]([C:5]2[CH:6]=[CH:7][C:2]([NH:1][CH2:19][CH:21]3[CH2:26][CH2:25][N:24]([C:27]([O:29][CH2:30][C:31]4[CH:32]=[CH:33][CH:34]=[CH:35][CH:36]=4)=[O:28])[CH2:23][CH2:22]3)=[CH:3][CH:4]=2)=[C:9]([CH2:17][CH3:18])[N:10]=1)=[NH:16]. The yield is 0.790. (5) The reactants are C(OC([N:8]1[CH2:13][CH2:12][CH2:11][C@H:10]([NH:14][CH2:15][C:16]2[CH:17]=[C:18]3[C:22](=[CH:23][C:24]=2[O:25][CH3:26])[CH2:21][O:20][CH:19]3[C:27]([F:30])([F:29])[F:28])[C@@H:9]1[C:31]1[CH:36]=[CH:35][CH:34]=[CH:33][CH:32]=1)=O)(C)(C)C.[ClH:37]. The catalyst is C(OCC)(=O)C. The product is [ClH:37].[ClH:37].[CH3:26][O:25][C:24]1[CH:23]=[C:22]2[C:18]([CH:19]([C:27]([F:28])([F:29])[F:30])[O:20][CH2:21]2)=[CH:17][C:16]=1[CH2:15][NH:14][C@H:10]1[CH2:11][CH2:12][CH2:13][NH:8][C@H:9]1[C:31]1[CH:36]=[CH:35][CH:34]=[CH:33][CH:32]=1. The yield is 0.305. (6) The reactants are Cl.C(OC(=O)[N:8]([CH2:12][C:13]1[CH:18]=[C:17]([CH2:19][C:20](=[O:24])[NH:21][CH2:22][CH3:23])[CH:16]=[CH:15][C:14]=1[Cl:25])[CH:9]1[CH2:11][CH2:10]1)(C)(C)C.[OH-].[Na+]. The catalyst is C(Cl)Cl. The product is [Cl:25][C:14]1[CH:15]=[CH:16][C:17]([CH2:19][C:20]([NH:21][CH2:22][CH3:23])=[O:24])=[CH:18][C:13]=1[CH2:12][NH:8][CH:9]1[CH2:10][CH2:11]1. The yield is 0.890. (7) The catalyst is ClCCl. The yield is 0.260. The reactants are [F:1][C:2]1[CH:3]=[C:4]([S:9](Cl)(=[O:11])=[O:10])[CH:5]=[CH:6][C:7]=1[F:8].Cl.[CH3:14][NH:15][CH3:16].C(N(CC)CC)C.O. The product is [F:1][C:2]1[CH:3]=[C:4]([S:9]([N:15]([CH3:16])[CH3:14])(=[O:11])=[O:10])[CH:5]=[CH:6][C:7]=1[F:8].